This data is from Reaction yield outcomes from USPTO patents with 853,638 reactions. The task is: Predict the reaction yield, written as a fraction of the theoretical maximum amount of product (1.0 means a 100% yield; for example, 0.34 means a 34% yield). (1) The reactants are FC(F)(F)C1C=C(NC(=O)NC2C=CC(C3SC(CCC(O)=O)=NC=3)=CC=2)C=CC=1.[F:31][C:32]1[CH:37]=[CH:36][CH:35]=[CH:34][C:33]=1[NH:38][C:39](=[O:66])[NH:40][C:41]1[CH:46]=[CH:45][C:44]([C:47]2[S:51][C:50]([C:52]34[CH2:61][CH:56]5[CH2:57][CH:58]([CH2:60][C:54]([C:62]([O:64]C)=[O:63])([CH2:55]5)[CH2:53]3)[CH2:59]4)=[N:49][CH:48]=2)=[CH:43][CH:42]=1. No catalyst specified. The product is [F:31][C:32]1[CH:37]=[CH:36][CH:35]=[CH:34][C:33]=1[NH:38][C:39](=[O:66])[NH:40][C:41]1[CH:46]=[CH:45][C:44]([C:47]2[S:51][C:50]([C:52]34[CH2:61][CH:56]5[CH2:57][CH:58]([CH2:60][C:54]([C:62]([OH:64])=[O:63])([CH2:55]5)[CH2:53]3)[CH2:59]4)=[N:49][CH:48]=2)=[CH:43][CH:42]=1. The yield is 0.820. (2) The reactants are [F:1][C:2]1[CH:10]=[C:9]([C:11]([F:17])([F:16])[C:12]([F:15])([F:14])[F:13])[CH:8]=[CH:7][C:3]=1[C:4]([OH:6])=O.[NH2:18][C:19]1[CH:20]=[CH:21][C:22]([C:25]([O:27][CH2:28][CH3:29])=[O:26])=[N:23][CH:24]=1.CN(C(ON1N=NC2C=CC=NC1=2)=[N+](C)C)C.F[P-](F)(F)(F)(F)F.CN1CCOCC1. The catalyst is CN(C=O)C.O. The product is [F:1][C:2]1[CH:10]=[C:9]([C:11]([F:17])([F:16])[C:12]([F:15])([F:14])[F:13])[CH:8]=[CH:7][C:3]=1[C:4]([NH:18][C:19]1[CH:20]=[CH:21][C:22]([C:25]([O:27][CH2:28][CH3:29])=[O:26])=[N:23][CH:24]=1)=[O:6]. The yield is 0.870. (3) The reactants are C([O:8][C:9]1[CH:10]=[C:11]2[C:16](=[CH:17][CH:18]=1)[C:15]([CH:19]=[O:20])=[CH:14][CH:13]=[C:12]2[N:21](CC1C=CC=CC=1)CC1C=CC=CC=1)C1C=CC=CC=1. The catalyst is CO.[Pd].[C]. The product is [NH2:21][C:12]1[CH:13]=[CH:14][C:15]([CH2:19][OH:20])=[C:16]2[C:11]=1[CH:10]=[C:9]([OH:8])[CH:18]=[CH:17]2. The yield is 0.760. (4) The reactants are [OH:1][C:2]1[CH:3]=[C:4]([C:8](=[O:12])[CH2:9][CH2:10][CH3:11])[CH:5]=[CH:6][CH:7]=1.C([O-])([O-])=O.[K+].[K+].[CH2:19]([O:21][C:22](=[O:25])[CH2:23]Br)[CH3:20]. The catalyst is CC(C)=O. The product is [CH2:19]([O:21][C:22](=[O:25])[CH2:23][O:1][C:2]1[CH:7]=[CH:6][CH:5]=[C:4]([C:8](=[O:12])[CH2:9][CH2:10][CH3:11])[CH:3]=1)[CH3:20]. The yield is 0.870. (5) The reactants are [CH2:1]([O:5][CH:6]([O:8][NH:9][C:10]([C:12]1[S:16][C:15]2[CH:17]=[C:18]([CH:21]=O)[CH:19]=[CH:20][C:14]=2[CH:13]=1)=[O:11])[CH3:7])[CH:2]([CH3:4])[CH3:3].[CH:23]1([O:28][C:29](=[O:48])[C@@H:30]([NH:38][CH2:39][C:40]2[CH:45]=[CH:44][C:43]([CH2:46][NH2:47])=[CH:42][CH:41]=2)[CH2:31][C:32]2[CH:37]=[CH:36][CH:35]=[CH:34][CH:33]=2)[CH2:27][CH2:26][CH2:25][CH2:24]1.C(O[BH-](OC(=O)C)OC(=O)C)(=O)C.[Na+].C(=O)([O-])O.[Na+]. The catalyst is ClCCCl.C(O)(=O)C. The product is [CH:23]1([O:28][C:29](=[O:48])[C@@H:30]([NH:38][CH2:39][C:40]2[CH:41]=[CH:42][C:43]([CH2:46][NH:47][CH2:21][C:18]3[CH:19]=[CH:20][C:14]4[CH:13]=[C:12]([C:10](=[O:11])[NH:9][O:8][CH:6]([O:5][CH2:1][CH:2]([CH3:3])[CH3:4])[CH3:7])[S:16][C:15]=4[CH:17]=3)=[CH:44][CH:45]=2)[CH2:31][C:32]2[CH:37]=[CH:36][CH:35]=[CH:34][CH:33]=2)[CH2:24][CH2:25][CH2:26][CH2:27]1. The yield is 0.210. (6) The reactants are [O:1]1[CH:5]=[CH:4][C:3]([NH:6][C:7](=[O:13])[O:8][C:9]([CH3:12])([CH3:11])[CH3:10])=[CH:2]1.CN(CCN(C)C)C.C([Li])CCC.[C:27](=O)([O:30]C)[O:28][CH3:29]. The catalyst is C1COCC1. The product is [CH3:29][O:28][C:27]([C:2]1[O:1][CH:5]=[CH:4][C:3]=1[NH:6][C:7](=[O:13])[O:8][C:9]([CH3:10])([CH3:12])[CH3:11])=[O:30]. The yield is 0.510.